This data is from Catalyst prediction with 721,799 reactions and 888 catalyst types from USPTO. The task is: Predict which catalyst facilitates the given reaction. (1) Reactant: C([Li])CCC.C(NC(C)C)(C)C.[Br:13][C:14]1[CH:19]=[CH:18][C:17]([F:20])=[CH:16][C:15]=1[O:21][CH3:22].CN(C)[CH:25]=[O:26]. Product: [Br:13][C:14]1[C:15]([O:21][CH3:22])=[C:16]([C:17]([F:20])=[CH:18][CH:19]=1)[CH:25]=[O:26]. The catalyst class is: 7. (2) Reactant: [Cl:8][C:7]([Cl:10])([Cl:9])[C:6](O[C:6](=[O:11])[C:7]([Cl:10])([Cl:9])[Cl:8])=[O:11].[NH2:14][C:15]1[N:20]=[C:19]([NH:21][C:22]2[CH:27]=[CH:26][CH:25]=[C:24]([F:28])[CH:23]=2)[N:18]=[C:17]([C:29](=[NH:32])[NH:30]O)[N:16]=1. Product: [F:28][C:24]1[CH:23]=[C:22]([NH:21][C:19]2[N:20]=[C:15]([NH2:14])[N:16]=[C:17]([C:29]3[N:30]=[C:6]([C:7]([Cl:8])([Cl:9])[Cl:10])[O:11][N:32]=3)[N:18]=2)[CH:27]=[CH:26][CH:25]=1. The catalyst class is: 12. (3) The catalyst class is: 2. Reactant: [F:1][C:2]([F:17])([F:16])[C:3]1[CH:4]=[C:5]([CH:9]=[C:10]([C:12]([F:15])([F:14])[F:13])[CH:11]=1)[C:6]([OH:8])=O.CCN(C(C)C)C(C)C.[NH2:27][CH2:28][C@H:29]1[CH2:34][CH2:33][C@H:32]([NH:35][C:36](=[O:42])[O:37][C:38]([CH3:41])([CH3:40])[CH3:39])[CH2:31][CH2:30]1.CN(C(ON1N=NC2C=CC=NC1=2)=[N+](C)C)C.F[P-](F)(F)(F)(F)F. Product: [F:16][C:2]([F:1])([F:17])[C:3]1[CH:4]=[C:5]([CH:9]=[C:10]([C:12]([F:15])([F:14])[F:13])[CH:11]=1)[C:6]([NH:27][CH2:28][C@H:29]1[CH2:30][CH2:31][C@H:32]([NH:35][C:36](=[O:42])[O:37][C:38]([CH3:40])([CH3:39])[CH3:41])[CH2:33][CH2:34]1)=[O:8]. (4) Reactant: C([O:5][C:6](=[O:35])[C:7]#[C:8][C:9]([C:15]1[CH:20]=[CH:19][C:18]([N:21]([S:26]([C:29]2[CH:34]=[CH:33][CH:32]=[CH:31][CH:30]=2)(=[O:28])=[O:27])[CH2:22][CH:23]([CH3:25])[CH3:24])=[CH:17][CH:16]=1)([OH:14])[C:10]([F:13])([F:12])[F:11])(C)(C)C.FC(F)(F)C(O)=O. Product: [C:29]1([S:26]([N:21]([CH2:22][CH:23]([CH3:25])[CH3:24])[C:18]2[CH:17]=[CH:16][C:15]([C:9]([OH:14])([C:10]([F:11])([F:12])[F:13])[C:8]#[C:7][C:6]([OH:35])=[O:5])=[CH:20][CH:19]=2)(=[O:28])=[O:27])[CH:34]=[CH:33][CH:32]=[CH:31][CH:30]=1. The catalyst class is: 2. (5) Reactant: IC.[Cl:3][C:4]1[CH:34]=[CH:33][C:7]([CH2:8][O:9][C:10]2[CH:15]=[CH:14][N:13]([C:16]3[CH:17]=[CH:18][C:19]4[N:23]=[C:22]([CH:24]5[CH2:26][CH:25]5[C:27]([OH:29])=[O:28])[N:21]([CH3:30])[C:20]=4[CH:31]=3)[C:12](=[O:32])[CH:11]=2)=[CH:6][CH:5]=1.[C:35](=O)([O-])[O-].[K+].[K+]. Product: [Cl:3][C:4]1[CH:34]=[CH:33][C:7]([CH2:8][O:9][C:10]2[CH:15]=[CH:14][N:13]([C:16]3[CH:17]=[CH:18][C:19]4[N:23]=[C:22]([CH:24]5[CH2:26][CH:25]5[C:27]([O:29][CH3:35])=[O:28])[N:21]([CH3:30])[C:20]=4[CH:31]=3)[C:12](=[O:32])[CH:11]=2)=[CH:6][CH:5]=1. The catalyst class is: 3. (6) Reactant: C[O:2][C:3](=[O:31])[C:4]1[CH:9]=[C:8]([F:10])[CH:7]=[CH:6][C:5]=1[S:11][C:12]([C:25]1[CH:30]=[CH:29][CH:28]=[CH:27][CH:26]=1)([C:19]1[CH:24]=[CH:23][CH:22]=[CH:21][CH:20]=1)[C:13]1[CH:18]=[CH:17][CH:16]=[CH:15][CH:14]=1.[Li+].[OH-].Cl. Product: [F:10][C:8]1[CH:7]=[CH:6][C:5]([S:11][C:12]([C:25]2[CH:30]=[CH:29][CH:28]=[CH:27][CH:26]=2)([C:13]2[CH:14]=[CH:15][CH:16]=[CH:17][CH:18]=2)[C:19]2[CH:24]=[CH:23][CH:22]=[CH:21][CH:20]=2)=[C:4]([CH:9]=1)[C:3]([OH:31])=[O:2]. The catalyst class is: 200. (7) Reactant: Cl[C:2]1C=C(Cl)C=C(OC)C=1C(O)=O.[Cl:14][C:15]1[CH:23]=[C:22]([O:24][CH3:25])[CH:21]=[C:20]([Cl:26])[C:16]=1[C:17]([OH:19])=[O:18].S(Cl)(Cl)=O.N1C=CC=CC=1. Product: [Cl:14][C:15]1[CH:23]=[C:22]([O:24][CH3:25])[CH:21]=[C:20]([Cl:26])[C:16]=1[C:17]([O:19][CH3:2])=[O:18]. The catalyst class is: 209. (8) Reactant: Br[CH2:2][C:3]1[CH:8]=[CH:7][C:6](/[CH:9]=[CH:10]/[C:11]([O:13][CH2:14][CH3:15])=[O:12])=[CH:5][CH:4]=1.[NH:16]1[CH2:20][CH2:19][CH2:18][CH2:17]1.C(=O)([O-])[O-].[K+].[K+]. Product: [N:16]1([CH2:2][C:3]2[CH:8]=[CH:7][C:6](/[CH:9]=[CH:10]/[C:11]([O:13][CH2:14][CH3:15])=[O:12])=[CH:5][CH:4]=2)[CH2:20][CH2:19][CH2:18][CH2:17]1. The catalyst class is: 3.